From a dataset of Full USPTO retrosynthesis dataset with 1.9M reactions from patents (1976-2016). Predict the reactants needed to synthesize the given product. (1) Given the product [N+:18]([C:15]1[CH:16]=[CH:17][C:12]([S:10][CH2:9][CH2:8][C:5]2[CH:6]=[CH:7][N:2]=[CH:3][CH:4]=2)=[CH:13][CH:14]=1)([O-:20])=[O:19], predict the reactants needed to synthesize it. The reactants are: Cl.[N:2]1[CH:7]=[CH:6][C:5]([CH2:8][CH2:9][SH:10])=[CH:4][CH:3]=1.F[C:12]1[CH:17]=[CH:16][C:15]([N+:18]([O-:20])=[O:19])=[CH:14][CH:13]=1.C([O-])([O-])=O.[K+].[K+]. (2) Given the product [NH2:26][C:23]1([CH2:22][O:21][C:20]2[CH:34]=[CH:35][C:17]([N:11]3[C:12]([CH3:15])([CH3:16])[C:13](=[O:14])[N:9]([C:6]4[CH:7]=[CH:8][C:3]([C:1]#[N:2])=[C:4]([CH3:38])[CH:5]=4)[C:10]3=[S:37])=[CH:18][C:19]=2[F:36])[CH2:24][CH2:25]1, predict the reactants needed to synthesize it. The reactants are: [C:1]([C:3]1[CH:8]=[CH:7][C:6]([N:9]2[C:13](=[O:14])[C:12]([CH3:16])([CH3:15])[N:11]([C:17]3[CH:35]=[CH:34][C:20]([O:21][CH2:22][C:23]4([NH:26]C(=O)OC(C)(C)C)[CH2:25][CH2:24]4)=[C:19]([F:36])[CH:18]=3)[C:10]2=[S:37])=[CH:5][C:4]=1[CH3:38])#[N:2]. (3) Given the product [Cl:27][C:11]1[N:10]2[C:6](=[N:7][C:8]3[CH:16]=[CH:15][CH:14]=[CH:13][C:9]=32)[C:5]([C:17]#[N:18])=[C:4]([C:19]2[CH:24]=[CH:23][CH:22]=[CH:21][CH:20]=2)[C:3]=1[CH2:1][CH3:2], predict the reactants needed to synthesize it. The reactants are: [CH2:1]([C:3]1[C:11](=O)[N:10]2[C:6]([NH:7][C:8]3[CH:16]=[CH:15][CH:14]=[CH:13][C:9]=32)=[C:5]([C:17]#[N:18])[C:4]=1[C:19]1[CH:24]=[CH:23][CH:22]=[CH:21][CH:20]=1)[CH3:2].P(Cl)(Cl)([Cl:27])=O. (4) Given the product [CH:1]1[CH:2]=[CH:3][C:4]([C@@H:7]([N:15]2[CH2:20][CH2:19][N:18]([CH2:21][CH2:22][O:23][CH2:24][C:25]([OH:27])=[O:26])[CH2:17][CH2:16]2)[C:8]2[CH:9]=[CH:10][C:11]([Cl:14])=[CH:12][CH:13]=2)=[CH:5][CH:6]=1, predict the reactants needed to synthesize it. The reactants are: [CH:1]1[CH:2]=[CH:3][C:4]([C@@H:7]([N:15]2[CH2:20][CH2:19][N:18]([CH2:21][CH2:22][O:23][CH2:24][C:25]([OH:27])=[O:26])[CH2:17][CH2:16]2)[C:8]2[CH:9]=[CH:10][C:11]([Cl:14])=[CH:12][CH:13]=2)=[CH:5][CH:6]=1.Cl.Cl.C(O)(=O)C(C(C(O)=O)O)O.[Si](O)(O)(O)O.C([O-])(=O)CCCCCCCCCCCCCCCCC.[Mg+2].C([O-])(=O)CCCCCCCCCCCCCCCCC. (5) Given the product [CH3:23][O:24][C:25]1[CH:26]=[C:27]([CH:31]=[CH:32][C:33]=1[O:34][CH3:35])[C:28]([NH:20][C:15]1[C:16]([CH3:19])=[C:17]([CH3:18])[C:4]2[O:3][C:2]([CH3:22])([CH3:1])[CH:6]([C:7]3[CH:8]=[CH:9][C:10]([CH3:13])=[CH:11][CH:12]=3)[C:5]=2[C:14]=1[CH3:21])=[O:29], predict the reactants needed to synthesize it. The reactants are: [CH3:1][C:2]1([CH3:22])[CH:6]([C:7]2[CH:12]=[CH:11][C:10]([CH3:13])=[CH:9][CH:8]=2)[C:5]2[C:14]([CH3:21])=[C:15]([NH2:20])[C:16]([CH3:19])=[C:17]([CH3:18])[C:4]=2[O:3]1.[CH3:23][O:24][C:25]1[CH:26]=[C:27]([CH:31]=[CH:32][C:33]=1[O:34][CH3:35])[C:28](Cl)=[O:29]. (6) Given the product [NH2:21][C:19]1[N:18]=[CH:17][N:16]=[C:15]2[N:14]([CH2:22][C@H:23]3[CH2:27][CH2:26][CH2:25][N:24]3[C:35](=[O:36])[CH2:34][C:32]#[N:33])[N:13]=[C:12]([C:9]3[CH:8]=[CH:7][C:6]([O:5][C:4]4[CH:28]=[C:29]([F:31])[CH:30]=[C:2]([F:1])[CH:3]=4)=[CH:11][CH:10]=3)[C:20]=12, predict the reactants needed to synthesize it. The reactants are: [F:1][C:2]1[CH:3]=[C:4]([CH:28]=[C:29]([F:31])[CH:30]=1)[O:5][C:6]1[CH:11]=[CH:10][C:9]([C:12]2[C:20]3[C:15](=[N:16][CH:17]=[N:18][C:19]=3[NH2:21])[N:14]([CH2:22][C@H:23]3[CH2:27][CH2:26][CH2:25][NH:24]3)[N:13]=2)=[CH:8][CH:7]=1.[C:32]([CH2:34][C:35](O)=[O:36])#[N:33].CN(C(ON1N=NC2C=CC=NC1=2)=[N+](C)C)C.F[P-](F)(F)(F)(F)F.C(N(CC)CC)C. (7) Given the product [CH2:1]([NH:8][C:14](=[O:15])[CH2:13][CH2:12][CH2:11][CH2:10][CH2:9][OH:16])[CH2:2][CH2:3][CH2:4][CH2:5][CH2:6][CH3:7], predict the reactants needed to synthesize it. The reactants are: [CH2:1]([NH2:8])[CH2:2][CH2:3][CH2:4][CH2:5][CH2:6][CH3:7].[C:9]1(=[O:16])[O:15][CH2:14][CH2:13][CH2:12][CH2:11][CH2:10]1. (8) Given the product [C:21]1([S:27]([N:14]2[C:15]3[C:11](=[CH:10][C:9]([O:8][CH2:1][C:2]4[CH:3]=[CH:4][CH:5]=[CH:6][CH:7]=4)=[C:17]([F:18])[CH:16]=3)[CH:12]=[CH:13]2)(=[O:29])=[O:28])[CH:26]=[CH:25][CH:24]=[CH:23][CH:22]=1, predict the reactants needed to synthesize it. The reactants are: [CH2:1]([O:8][C:9]1[CH:10]=[C:11]2[C:15](=[CH:16][C:17]=1[F:18])[NH:14][CH:13]=[CH:12]2)[C:2]1[CH:7]=[CH:6][CH:5]=[CH:4][CH:3]=1.[H-].[Na+].[C:21]1([S:27](Cl)(=[O:29])=[O:28])[CH:26]=[CH:25][CH:24]=[CH:23][CH:22]=1.CO.